Dataset: Full USPTO retrosynthesis dataset with 1.9M reactions from patents (1976-2016). Task: Predict the reactants needed to synthesize the given product. (1) Given the product [OH:8][N:9]1[C:15](=[O:16])[N:14]2[CH2:17][C@H:10]1[CH2:11][CH2:12][C@H:13]2[C:18]([NH:20][O:21][CH2:22][CH2:23][NH:24][C:49](=[O:50])[O:51][C:52]([CH3:53])([CH3:54])[CH3:55])=[O:19], predict the reactants needed to synthesize it. The reactants are: C([O:8][N:9]1[C:15](=[O:16])[N:14]2[CH2:17][C@H:10]1[CH2:11][CH2:12][C@H:13]2[C:18]([NH:20][O:21][CH2:22][CH2:23][NH:24]C(=O)OCC1C=CC=CC=1)=[O:19])C1C=CC=CC=1.C(OC(O[C:49]([O:51][C:52]([CH3:55])([CH3:54])[CH3:53])=[O:50])=O)(O[C:49]([O:51][C:52]([CH3:55])([CH3:54])[CH3:53])=[O:50])=O. (2) Given the product [CH2:1]([O:3][C:4]([N:24]1[CH2:23][CH2:22][CH:21]([CH2:20][CH2:19][CH2:18][CH2:17][C:14]2[CH:13]=[CH:12][C:11]([S:8]([CH3:7])(=[O:10])=[O:9])=[CH:16][CH:15]=2)[CH2:26][CH2:25]1)=[O:5])[CH3:2], predict the reactants needed to synthesize it. The reactants are: [CH2:1]([O:3][C:4](Cl)=[O:5])[CH3:2].[CH3:7][S:8]([C:11]1[CH:16]=[CH:15][C:14]([CH2:17][CH2:18][CH2:19][CH2:20][CH:21]2[CH2:26][CH2:25][NH:24][CH2:23][CH2:22]2)=[CH:13][CH:12]=1)(=[O:10])=[O:9].CCN(CC)CC. (3) Given the product [CH3:32][C:29]1[N:28]=[C:27]([C:23]2[CH:22]=[C:21]([CH:26]=[CH:25][CH:24]=2)[CH2:20][N:17]2[CH2:16][CH2:15][N:14]([C:11]3[CH:12]=[CH:13][C:8]([NH2:7])=[CH:9][CH:10]=3)[CH2:19][CH2:18]2)[O:31][N:30]=1, predict the reactants needed to synthesize it. The reactants are: C(OC(=O)[NH:7][C:8]1[CH:13]=[CH:12][C:11]([N:14]2[CH2:19][CH2:18][N:17]([CH2:20][C:21]3[CH:26]=[CH:25][CH:24]=[C:23]([C:27]4[O:31][N:30]=[C:29]([CH3:32])[N:28]=4)[CH:22]=3)[CH2:16][CH2:15]2)=[CH:10][CH:9]=1)(C)(C)C.FC(F)(F)C(O)=O. (4) The reactants are: [Cl:1][C:2]1[CH:10]=[C:9]2[C:5]([CH2:6][CH2:7][C:8]2=O)=[C:4]([F:12])[CH:3]=1.[C:13]([S@:17]([NH2:19])=[O:18])([CH3:16])([CH3:15])[CH3:14].C(=O)(O)[O-].[Na+]. Given the product [Cl:1][C:2]1[CH:10]=[C:9]2[C:5]([CH2:6][CH2:7][C:8]2=[N:19][S@@:17]([C:13]([CH3:16])([CH3:15])[CH3:14])=[O:18])=[C:4]([F:12])[CH:3]=1, predict the reactants needed to synthesize it. (5) Given the product [Br:1][C:2]1[C:3]([F:12])=[C:4]([N+:13]([O-:15])=[O:14])[C:5]([OH:11])=[C:6]([CH:10]=1)[C:7]([OH:9])=[O:8], predict the reactants needed to synthesize it. The reactants are: [Br:1][C:2]1[C:3]([F:12])=[CH:4][C:5]([OH:11])=[C:6]([CH:10]=1)[C:7]([OH:9])=[O:8].[N+:13]([O-])([OH:15])=[O:14]. (6) Given the product [CH2:7]([NH:15][C:16]1([CH2:20][CH:21]([OH:27])[CH3:22])[CH2:19][CH2:18][CH2:17]1)[C:8]1[CH:13]=[CH:12][CH:11]=[CH:10][CH:9]=1, predict the reactants needed to synthesize it. The reactants are: [H-].[H-].[H-].[H-].[Li+].[Al+3].[C:7]([NH:15][C:16]1([CH:20](O)[CH2:21][CH3:22])[CH2:19][CH2:18][CH2:17]1)(=O)[C:8]1[CH:13]=[CH:12][CH:11]=[CH:10][CH:9]=1.C1C[O:27]CC1. (7) Given the product [NH2:1][C:2]1[CH:9]=[C:8]([O:10][CH3:11])[C:7]([O:12][CH2:13][CH2:14][CH2:15][N:16]2[CH2:17][CH2:18][O:19][CH2:20][CH2:21]2)=[CH:6][C:3]=1[C:4]([NH2:5])=[O:27], predict the reactants needed to synthesize it. The reactants are: [NH2:1][C:2]1[CH:9]=[C:8]([O:10][CH3:11])[C:7]([O:12][CH2:13][CH2:14][CH2:15][N:16]2[CH2:21][CH2:20][O:19][CH2:18][CH2:17]2)=[CH:6][C:3]=1[C:4]#[N:5].C([OH:27])(CC)(C)C.